This data is from Reaction yield outcomes from USPTO patents with 853,638 reactions. The task is: Predict the reaction yield, written as a fraction of the theoretical maximum amount of product (1.0 means a 100% yield; for example, 0.34 means a 34% yield). (1) The reactants are [Cl:1][C:2]1[CH:3]=[CH:4][C:5]([C:9]2[O:10][CH:11]=[CH:12][N:13]=2)=[C:6]([OH:8])[CH:7]=1.C(O)C.[O-]CC.[K+:20]. The catalyst is C1(C)C=CC=CC=1. The product is [Cl:1][C:2]1[CH:3]=[CH:4][C:5]([C:9]2[O:10][CH:11]=[CH:12][N:13]=2)=[C:6]([O-:8])[CH:7]=1.[K+:20]. The yield is 0.264. (2) The reactants are [O:1]=[C:2]1[O:7][C@@H:6]([C:8]2[CH:13]=[CH:12][CH:11]=[CH:10][CH:9]=2)[C@@H:5]([C:14]2[CH:19]=[CH:18][CH:17]=[CH:16][CH:15]=2)[N:4]([C:20]([O:22][C:23]([CH3:26])([CH3:25])[CH3:24])=[O:21])[C@@H:3]1[CH2:27][CH2:28][CH2:29][CH2:30][B:31]1[O:35][C:34]([CH3:37])([CH3:36])[C:33]([CH3:39])([CH3:38])[O:32]1.CN(CCN(C)C)C.[CH2:48](I)[CH:49]=[CH2:50].C[Si]([N-][Si](C)(C)C)(C)C.[K+].Cl. The catalyst is C1COCC1.CCCCCCC. The product is [CH2:50]([C@:3]1([CH2:27][CH2:28][CH2:29][CH2:30][B:31]2[O:35][C:34]([CH3:37])([CH3:36])[C:33]([CH3:39])([CH3:38])[O:32]2)[C:2](=[O:1])[O:7][C@@H:6]([C:8]2[CH:9]=[CH:10][CH:11]=[CH:12][CH:13]=2)[C@@H:5]([C:14]2[CH:19]=[CH:18][CH:17]=[CH:16][CH:15]=2)[N:4]1[C:20]([O:22][C:23]([CH3:26])([CH3:25])[CH3:24])=[O:21])[CH:49]=[CH2:48]. The yield is 0.960. (3) The reactants are [Cl:1][C:2]1[N:7]=[C:6]2[CH2:8][CH2:9][CH2:10][C:5]2=[C:4]([Cl:11])[CH:3]=1.B(O)(O)[C:13]1[CH:18]=[CH:17][CH:16]=[C:15]([CH3:19])[CH:14]=1. No catalyst specified. The product is [ClH:1].[Cl:11][C:4]1[CH:3]=[C:2]([C:13]2[CH:14]=[C:15]([CH3:19])[CH:16]=[CH:17][CH:18]=2)[N:7]=[C:6]2[CH2:8][CH2:9][CH2:10][C:5]=12. The yield is 0.820. (4) The reactants are [CH2:1]([O:3][C:4]([C:6]1[C:7]([CH3:26])=[C:8]([C:19]([O:21][C:22]([CH3:25])([CH3:24])[CH3:23])=[O:20])[NH:9][C:10]=1[CH2:11][CH2:12][CH2:13]OS(C)(=O)=O)=[O:5])[CH3:2].[CH3:27][N:28]([CH3:32])[CH2:29][CH2:30][NH2:31].C(OCC)(=O)C. The catalyst is [Cl-].[Na+].O. The product is [CH2:1]([O:3][C:4]([C:6]1[C:7]([CH3:26])=[C:8]([C:19]([O:21][C:22]([CH3:25])([CH3:24])[CH3:23])=[O:20])[NH:9][C:10]=1[CH2:11][CH2:12][CH2:13][NH:31][CH2:30][CH2:29][N:28]([CH3:32])[CH3:27])=[O:5])[CH3:2]. The yield is 0.459. (5) The reactants are [CH2:1]([N:8]1[CH:17]=[C:16]([CH2:18][C:19]2[C:27]3[C:22](=[CH:23][CH:24]=[CH:25][CH:26]=3)[N:21]([CH2:28][C:29]([O:31]C)=[O:30])[C:20]=2[CH3:33])[C:15]2[C:10](=[CH:11][CH:12]=[CH:13][CH:14]=2)[C:9]1=[O:34])[C:2]1[CH:7]=[CH:6][CH:5]=[CH:4][CH:3]=1.C1COCC1.[OH-].[Li+].Cl. The catalyst is O.CO. The product is [CH2:1]([N:8]1[CH:17]=[C:16]([CH2:18][C:19]2[C:27]3[C:22](=[CH:23][CH:24]=[CH:25][CH:26]=3)[N:21]([CH2:28][C:29]([OH:31])=[O:30])[C:20]=2[CH3:33])[C:15]2[C:10](=[CH:11][CH:12]=[CH:13][CH:14]=2)[C:9]1=[O:34])[C:2]1[CH:7]=[CH:6][CH:5]=[CH:4][CH:3]=1. The yield is 0.750.